Dataset: Full USPTO retrosynthesis dataset with 1.9M reactions from patents (1976-2016). Task: Predict the reactants needed to synthesize the given product. (1) Given the product [C:6]([CH:5]([CH2:12][C:13](=[O:18])[C:14]([CH3:17])([CH3:16])[CH3:15])[C:4]([O:3][CH2:1][CH3:2])=[O:9])(=[O:8])[CH3:7], predict the reactants needed to synthesize it. The reactants are: [CH2:1]([O:3][C:4](=[O:9])[CH:5]=[C:6]([O-:8])[CH3:7])[CH3:2].[Na+].Br[CH2:12][C:13](=[O:18])[C:14]([CH3:17])([CH3:16])[CH3:15].C(OCC)(=O)C.O. (2) Given the product [F:36][C:7]([F:6])([F:35])[CH2:8][CH2:9][C@H:10]([NH:13][C@@H:14]([C:19]1[CH:24]=[CH:23][C:22]([C:25]2[CH:30]=[CH:29][C:28]([S:31]([CH3:34])(=[O:32])=[O:33])=[CH:27][CH:26]=2)=[CH:21][CH:20]=1)[C:15]([F:16])([F:17])[F:18])[C:11]([OH:2])=[O:12], predict the reactants needed to synthesize it. The reactants are: I(O)(=O)(=O)=[O:2].[F:6][C:7]([F:36])([F:35])[CH2:8][CH2:9][C@H:10]([NH:13][C@@H:14]([C:19]1[CH:24]=[CH:23][C:22]([C:25]2[CH:30]=[CH:29][C:28]([S:31]([CH3:34])(=[O:33])=[O:32])=[CH:27][CH:26]=2)=[CH:21][CH:20]=1)[C:15]([F:18])([F:17])[F:16])[CH2:11][OH:12].